From a dataset of Forward reaction prediction with 1.9M reactions from USPTO patents (1976-2016). Predict the product of the given reaction. (1) The product is: [C:1]1([C:7]#[C:8][C:15]2[CH:20]=[CH:19][CH:18]=[CH:17][CH:16]=2)[CH:6]=[CH:5][CH:4]=[CH:3][CH:2]=1. Given the reactants [C:1]1([C:7]#[CH:8])[CH:6]=[CH:5][CH:4]=[CH:3][CH:2]=1.C([Li])CCC.C(#N)[C:15]1[CH:20]=[CH:19][CH:18]=[CH:17][CH:16]=1.CCCCCCCCCCCCC, predict the reaction product. (2) Given the reactants Cl[C:2]1[CH:7]=[CH:6][N:5]=[CH:4][C:3]=1[N+:8]([O-:10])=[O:9].[NH:11]1[CH2:16][CH2:15][CH2:14][CH:13]([CH2:17][NH:18][C:19](=[O:25])[O:20][C:21]([CH3:24])([CH3:23])[CH3:22])[CH2:12]1.C(N(C(C)C)CC)(C)C, predict the reaction product. The product is: [N+:8]([C:3]1[CH:4]=[N:5][CH:6]=[CH:7][C:2]=1[N:11]1[CH2:16][CH2:15][CH2:14][CH:13]([CH2:17][NH:18][C:19](=[O:25])[O:20][C:21]([CH3:23])([CH3:22])[CH3:24])[CH2:12]1)([O-:10])=[O:9]. (3) Given the reactants [CH3:1][O:2][C:3]([N:5]1[CH2:10][CH2:9][CH:8]([C:11](O)=[O:12])[CH2:7][CH:6]1[C:14]1[CH:19]=[CH:18][CH:17]=[C:16]([C:20]([F:23])([F:22])[F:21])[CH:15]=1)=[O:4].N1(C(N2C=CN=C2)=O)C=CN=C1.[CH2:36]([O:38][C:39](=[O:44])[CH2:40][C:41]([O-:43])=O)[CH3:37].[K+].[Cl-].[Mg+2].[Cl-].Cl, predict the reaction product. The product is: [CH2:36]([O:38][C:39](=[O:44])[CH2:40][C:11]([C@@H:8]1[CH2:9][CH2:10][N:5]([C:3]([O:2][CH3:1])=[O:4])[C@@H:6]([C:14]2[CH:19]=[CH:18][CH:17]=[C:16]([C:20]([F:23])([F:22])[F:21])[CH:15]=2)[CH2:7]1)=[O:12])[CH3:37].[CH2:36]([O:38][C:39](=[O:44])[CH2:40][C:41]([C@H:8]1[CH2:9][CH2:10][N:5]([C:3]([O:2][CH3:1])=[O:4])[C@@H:6]([C:14]2[CH:19]=[CH:18][CH:17]=[C:16]([C:20]([F:23])([F:22])[F:21])[CH:15]=2)[CH2:7]1)=[O:43])[CH3:37]. (4) Given the reactants [Cl:1][C:2]1[CH:3]=[C:4]2[C:8](=[CH:9][CH:10]=1)[NH:7][CH:6]=[CH:5]2.[C:11](Cl)(=[O:15])[C:12]([Cl:14])=[O:13], predict the reaction product. The product is: [Cl:1][C:2]1[CH:3]=[C:4]2[C:8](=[CH:9][CH:10]=1)[NH:7][CH:6]=[C:5]2[C:11](=[O:15])[C:12]([Cl:14])=[O:13].